From a dataset of Full USPTO retrosynthesis dataset with 1.9M reactions from patents (1976-2016). Predict the reactants needed to synthesize the given product. Given the product [C:39]([O:42][CH2:18][C:3]1[CH:4]=[C:5]([C:6](=[O:7])[C:8]2[CH:15]=[CH:14][C:11]([C:12]#[N:13])=[CH:10][CH:9]=2)[CH:16]=[CH:17][C:2]=1[Br:1])(=[O:40])[CH3:41], predict the reactants needed to synthesize it. The reactants are: [Br:1][C:2]1[CH:17]=[CH:16][C:5]([C:6]([C:8]2[CH:15]=[CH:14][C:11]([C:12]#[N:13])=[CH:10][CH:9]=2)=[O:7])=[CH:4][C:3]=1[CH3:18].C1C(=O)N(Br)C(=O)C1.CC(N=NC(C#N)(C)C)(C#N)C.[C:39]([O:42][K])([CH3:41])=[O:40].